From a dataset of Forward reaction prediction with 1.9M reactions from USPTO patents (1976-2016). Predict the product of the given reaction. (1) Given the reactants [CH3:1][C:2]1([CH3:9])[NH:6][C:5](=[O:7])[NH:4][C:3]1=[O:8].[CH3:10][O:11][C:12]1[CH:19]=[CH:18][C:15]([CH2:16]Cl)=[CH:14][CH:13]=1.C(=O)([O-])[O-].[K+].[K+].C(#N)C, predict the reaction product. The product is: [CH3:10][O:11][C:12]1[CH:19]=[CH:18][C:15]([CH2:16][N:4]2[C:3](=[O:8])[C:2]([CH3:9])([CH3:1])[NH:6][C:5]2=[O:7])=[CH:14][CH:13]=1. (2) Given the reactants [Br:1][C:2]1[C:3]2[CH:4]=[C:5]3[CH:14]([CH2:15][C:16]([O:18]C)=[O:17])[CH2:13][CH2:12][N:6]3[C:7]=2[CH:8]=[C:9]([F:11])[CH:10]=1.[Cl:20][C:21]1[CH:29]=[CH:28][C:24]([C:25](Cl)=[O:26])=[C:23]([I:30])[CH:22]=1, predict the reaction product. The product is: [Br:1][C:2]1[C:3]2[C:4]([C:25](=[O:26])[C:24]3[CH:28]=[CH:29][C:21]([Cl:20])=[CH:22][C:23]=3[I:30])=[C:5]3[CH:14]([CH2:15][C:16]([OH:18])=[O:17])[CH2:13][CH2:12][N:6]3[C:7]=2[CH:8]=[C:9]([F:11])[CH:10]=1.